This data is from Catalyst prediction with 721,799 reactions and 888 catalyst types from USPTO. The task is: Predict which catalyst facilitates the given reaction. (1) Reactant: [CH2:1]([S:3][C:4]1[C:5]([C:20]([OH:22])=O)=[N:6][CH:7]=[C:8]([O:10][CH2:11][C:12]2[CH:17]=[CH:16][C:15]([O:18][CH3:19])=[CH:14][CH:13]=2)[CH:9]=1)[CH3:2].[CH3:23][NH:24][C:25]1[CH:26]=[N:27][C:28]([C:32]([F:35])([F:34])[F:33])=[CH:29][C:30]=1[NH2:31].CCN=C=NCCCN(C)C.Cl. Product: [CH2:1]([S:3][C:4]1[C:5]([C:20]([NH:31][C:30]2[C:25]([NH:24][CH3:23])=[CH:26][N:27]=[C:28]([C:32]([F:35])([F:33])[F:34])[CH:29]=2)=[O:22])=[N:6][CH:7]=[C:8]([O:10][CH2:11][C:12]2[CH:13]=[CH:14][C:15]([O:18][CH3:19])=[CH:16][CH:17]=2)[CH:9]=1)[CH3:2]. The catalyst class is: 17. (2) Reactant: [OH:1][CH2:2][C:3]1[CH:10]=[CH:9][C:6]([C:7]#[N:8])=[CH:5][CH:4]=1.Cl.[OH:12][NH2:13].C(=O)(O)[O-].[Na+]. Product: [OH:12][NH:13][C:7](=[NH:8])[C:6]1[CH:9]=[CH:10][C:3]([CH2:2][OH:1])=[CH:4][CH:5]=1. The catalyst class is: 5. (3) Reactant: [C:1]([O:5][C:6](=[O:24])[NH:7][S:8](=[O:23])(=[O:22])[NH:9][C@@H:10]1[CH2:15][C@@H:14]([C:16](=[O:20])[N:17]([CH3:19])[CH3:18])[CH2:13][CH2:12][C@H:11]1[OH:21])([CH3:4])([CH3:3])[CH3:2].[C:25]1([CH3:35])[CH:30]=[CH:29][C:28]([S:31](Cl)(=[O:33])=[O:32])=[CH:27][CH:26]=1.CN1C=CN=C1. Product: [CH3:35][C:25]1[CH:30]=[CH:29][C:28]([S:31]([O:21][C@@H:11]2[CH2:12][CH2:13][C@H:14]([C:16](=[O:20])[N:17]([CH3:19])[CH3:18])[CH2:15][C@H:10]2[NH:9][S:8](=[O:23])(=[O:22])[NH:7][C:6]([O:5][C:1]([CH3:4])([CH3:2])[CH3:3])=[O:24])(=[O:33])=[O:32])=[CH:27][CH:26]=1. The catalyst class is: 4. (4) Reactant: [H-].[Al+3].[Li+].[H-].[H-].[H-].[CH:7]1([CH2:10][N:11]([CH2:25][CH2:26][CH3:27])[C:12]2[CH:20]=[CH:19][C:18]([C:21]([F:24])([F:23])[F:22])=[CH:17][C:13]=2[CH:14]=[N:15]O)[CH2:9][CH2:8]1.O.[OH-].[Na+]. Product: [NH2:15][CH2:14][C:13]1[CH:17]=[C:18]([C:21]([F:23])([F:24])[F:22])[CH:19]=[CH:20][C:12]=1[N:11]([CH2:10][CH:7]1[CH2:9][CH2:8]1)[CH2:25][CH2:26][CH3:27]. The catalyst class is: 7. (5) Reactant: I[C:2]1[CH:7]=[CH:6][C:5]([C:8]2[N:9]([C:19]3[CH:20]=[N:21][C:22]([CH3:25])=[CH:23][CH:24]=3)[CH:10]=[C:11]([C:13]3[CH:18]=[CH:17][CH:16]=[CH:15][N:14]=3)[N:12]=2)=[CH:4][CH:3]=1.[NH:26]1[C:30]2=[CH:31][N:32]=[CH:33][CH:34]=[C:29]2[CH:28]=[N:27]1.[O-]P([O-])([O-])=O.[K+].[K+].[K+].CN(C)[C@@H]1CCCC[C@H]1N. Product: [CH3:25][C:22]1[N:21]=[CH:20][C:19]([N:9]2[CH:10]=[C:11]([C:13]3[CH:18]=[CH:17][CH:16]=[CH:15][N:14]=3)[N:12]=[C:8]2[C:5]2[CH:6]=[CH:7][C:2]([N:27]3[C:28]4[CH:29]=[CH:34][CH:33]=[N:32][C:31]=4[CH:30]=[N:26]3)=[CH:3][CH:4]=2)=[CH:24][CH:23]=1. The catalyst class is: 12. (6) Reactant: Br[C:2]1[C:3]([CH3:10])=[N:4][C:5]([CH3:9])=[CH:6][C:7]=1[CH3:8].C([Li])CCC.[B:16](OC)([O:19]C)[O:17]C.[Cl-].[NH4+]. Product: [CH3:10][C:3]1[C:2]([B:16]([OH:19])[OH:17])=[C:7]([CH3:8])[CH:6]=[C:5]([CH3:9])[N:4]=1. The catalyst class is: 1. (7) Reactant: [F:1][C:2]1[CH:47]=[CH:46][C:5]([CH2:6][N:7]([CH2:43][CH2:44][OH:45])[C:8]([C:10]2[C:15]([O:16][CH2:17][C:18]3[CH:23]=[CH:22][C:21]([O:24][CH3:25])=[CH:20][CH:19]=3)=[C:14]([O:26][CH2:27][C:28]3[CH:33]=[CH:32][C:31]([O:34][CH3:35])=[CH:30][CH:29]=3)[N:13]=[C:12]([C:36]3[CH:41]=[CH:40][C:39]([CH3:42])=[CH:38][CH:37]=3)[N:11]=2)=[O:9])=[CH:4][CH:3]=1.CCN(C(C)C)C(C)C.[CH3:57][S:58](Cl)(=[O:60])=[O:59]. Product: [CH3:25][O:24][C:21]1[CH:20]=[CH:19][C:18]([CH2:17][O:16][C:15]2[C:10]([C:8]([N:7]([CH2:6][C:5]3[CH:4]=[CH:3][C:2]([F:1])=[CH:47][CH:46]=3)[CH2:43][CH2:44][O:45][S:58]([CH3:57])(=[O:60])=[O:59])=[O:9])=[N:11][C:12]([C:36]3[CH:37]=[CH:38][C:39]([CH3:42])=[CH:40][CH:41]=3)=[N:13][C:14]=2[O:26][CH2:27][C:28]2[CH:33]=[CH:32][C:31]([O:34][CH3:35])=[CH:30][CH:29]=2)=[CH:23][CH:22]=1. The catalyst class is: 2. (8) Reactant: [C:1]([O:5][C:6]([NH:8][C@@H:9]1[CH2:11][C@H:10]1[C:12]1[CH:13]=[CH:14][C:15]([O:21][CH3:22])=[C:16]([CH:20]=1)[C:17](O)=[O:18])=[O:7])([CH3:4])([CH3:3])[CH3:2].[CH:23]1([NH2:28])[CH2:27][CH2:26][CH2:25][CH2:24]1.C(N(CC)CC)C.F[P-](F)(F)(F)(F)F.N1(OC(N(C)C)=[N+](C)C)C2N=CC=CC=2N=N1. Product: [CH:23]1([NH:28][C:17]([C:16]2[CH:20]=[C:12]([C@@H:10]3[CH2:11][C@H:9]3[NH:8][C:6](=[O:7])[O:5][C:1]([CH3:2])([CH3:3])[CH3:4])[CH:13]=[CH:14][C:15]=2[O:21][CH3:22])=[O:18])[CH2:27][CH2:26][CH2:25][CH2:24]1. The catalyst class is: 18.